Regression. Given two drug SMILES strings and cell line genomic features, predict the synergy score measuring deviation from expected non-interaction effect. From a dataset of NCI-60 drug combinations with 297,098 pairs across 59 cell lines. (1) Drug 2: CCC1(CC2CC(C3=C(CCN(C2)C1)C4=CC=CC=C4N3)(C5=C(C=C6C(=C5)C78CCN9C7C(C=CC9)(C(C(C8N6C)(C(=O)OC)O)OC(=O)C)CC)OC)C(=O)OC)O.OS(=O)(=O)O. Drug 1: CC12CCC3C(C1CCC2=O)CC(=C)C4=CC(=O)C=CC34C. Synergy scores: CSS=35.7, Synergy_ZIP=-2.63, Synergy_Bliss=0.328, Synergy_Loewe=-6.09, Synergy_HSA=1.80. Cell line: RXF 393. (2) Drug 1: CC12CCC3C(C1CCC2=O)CC(=C)C4=CC(=O)C=CC34C. Drug 2: CN(C)C1=NC(=NC(=N1)N(C)C)N(C)C. Cell line: HOP-92. Synergy scores: CSS=40.3, Synergy_ZIP=1.77, Synergy_Bliss=0.110, Synergy_Loewe=-28.4, Synergy_HSA=-0.521.